This data is from NCI-60 drug combinations with 297,098 pairs across 59 cell lines. The task is: Regression. Given two drug SMILES strings and cell line genomic features, predict the synergy score measuring deviation from expected non-interaction effect. (1) Drug 1: CC=C1C(=O)NC(C(=O)OC2CC(=O)NC(C(=O)NC(CSSCCC=C2)C(=O)N1)C(C)C)C(C)C. Drug 2: C1CN(CCN1C(=O)CCBr)C(=O)CCBr. Cell line: NCIH23. Synergy scores: CSS=73.9, Synergy_ZIP=-6.71, Synergy_Bliss=-1.70, Synergy_Loewe=-2.30, Synergy_HSA=1.95. (2) Drug 1: CCCS(=O)(=O)NC1=C(C(=C(C=C1)F)C(=O)C2=CNC3=C2C=C(C=N3)C4=CC=C(C=C4)Cl)F. Drug 2: C1=NNC2=C1C(=O)NC=N2. Cell line: UO-31. Synergy scores: CSS=11.1, Synergy_ZIP=-2.31, Synergy_Bliss=-2.08, Synergy_Loewe=-1.13, Synergy_HSA=-1.17. (3) Drug 1: CCC1(C2=C(COC1=O)C(=O)N3CC4=CC5=C(C=CC(=C5CN(C)C)O)N=C4C3=C2)O.Cl. Drug 2: CC1CCCC2(C(O2)CC(NC(=O)CC(C(C(=O)C(C1O)C)(C)C)O)C(=CC3=CSC(=N3)C)C)C. Cell line: SR. Synergy scores: CSS=88.5, Synergy_ZIP=-0.468, Synergy_Bliss=-0.675, Synergy_Loewe=-1.94, Synergy_HSA=-0.340. (4) Drug 1: C1=CC(=C2C(=C1NCCNCCO)C(=O)C3=C(C=CC(=C3C2=O)O)O)NCCNCCO. Drug 2: CC1=C(C(=CC=C1)Cl)NC(=O)C2=CN=C(S2)NC3=CC(=NC(=N3)C)N4CCN(CC4)CCO. Cell line: SF-295. Synergy scores: CSS=66.3, Synergy_ZIP=4.50, Synergy_Bliss=4.16, Synergy_Loewe=6.41, Synergy_HSA=7.68. (5) Drug 1: CCC(=C(C1=CC=CC=C1)C2=CC=C(C=C2)OCCN(C)C)C3=CC=CC=C3.C(C(=O)O)C(CC(=O)O)(C(=O)O)O. Drug 2: CS(=O)(=O)CCNCC1=CC=C(O1)C2=CC3=C(C=C2)N=CN=C3NC4=CC(=C(C=C4)OCC5=CC(=CC=C5)F)Cl. Cell line: HCC-2998. Synergy scores: CSS=3.52, Synergy_ZIP=3.63, Synergy_Bliss=7.44, Synergy_Loewe=0.0369, Synergy_HSA=0.0451. (6) Drug 1: COC1=NC(=NC2=C1N=CN2C3C(C(C(O3)CO)O)O)N. Drug 2: CC1C(C(CC(O1)OC2CC(CC3=C2C(=C4C(=C3O)C(=O)C5=CC=CC=C5C4=O)O)(C(=O)C)O)N)O. Cell line: SR. Synergy scores: CSS=30.0, Synergy_ZIP=-2.98, Synergy_Bliss=-6.93, Synergy_Loewe=-14.8, Synergy_HSA=-5.52. (7) Drug 1: CC(C1=C(C=CC(=C1Cl)F)Cl)OC2=C(N=CC(=C2)C3=CN(N=C3)C4CCNCC4)N. Drug 2: C1C(C(OC1N2C=NC(=NC2=O)N)CO)O. Cell line: A549. Synergy scores: CSS=16.1, Synergy_ZIP=-2.79, Synergy_Bliss=0.158, Synergy_Loewe=-3.30, Synergy_HSA=-0.861. (8) Drug 1: CNC(=O)C1=NC=CC(=C1)OC2=CC=C(C=C2)NC(=O)NC3=CC(=C(C=C3)Cl)C(F)(F)F. Drug 2: C1=CC=C(C(=C1)C(C2=CC=C(C=C2)Cl)C(Cl)Cl)Cl. Cell line: COLO 205. Synergy scores: CSS=7.36, Synergy_ZIP=8.04, Synergy_Bliss=9.45, Synergy_Loewe=6.04, Synergy_HSA=7.14.